Dataset: Full USPTO retrosynthesis dataset with 1.9M reactions from patents (1976-2016). Task: Predict the reactants needed to synthesize the given product. (1) Given the product [CH2:1]([O:8][C:9]1[CH:19]=[CH:18][C:12]([O:13][CH2:14][C:15]([NH:24][CH3:22])=[O:16])=[CH:11][CH:10]=1)[C:2]1[CH:7]=[CH:6][CH:5]=[CH:4][CH:3]=1, predict the reactants needed to synthesize it. The reactants are: [CH2:1]([O:8][C:9]1[CH:19]=[CH:18][C:12]([O:13][CH2:14][C:15](O)=[O:16])=[CH:11][CH:10]=1)[C:2]1[CH:7]=[CH:6][CH:5]=[CH:4][CH:3]=1.CN.[C:22](N1C=CN=C1)([N:24]1C=CN=C1)=O. (2) Given the product [CH3:1][O:2][C:3]1[CH:8]=[CH:7][C:6]([O:9][CH2:10][O:11][CH3:12])=[CH:5][C:4]=1[CH:22]=[O:23], predict the reactants needed to synthesize it. The reactants are: [CH3:1][O:2][C:3]1[CH:8]=[CH:7][C:6]([O:9][CH2:10][O:11][CH3:12])=[CH:5][CH:4]=1.C(NC(C)C)(C)C.[Li]C.[CH:22](N1CCCCC1)=[O:23]. (3) Given the product [NH2:21][C:16]1[C:15]([N+:22]([O-:24])=[O:23])=[C:14]([NH:1][C:2]23[C:8]([CH3:9])([CH3:10])[C:5]([CH3:11])([CH2:6][CH2:7]2)[C:4](=[O:12])[CH2:3]3)[C:19]([Cl:20])=[CH:18][N:17]=1, predict the reactants needed to synthesize it. The reactants are: [NH2:1][C:2]12[C:8]([CH3:10])([CH3:9])[C:5]([CH3:11])([CH2:6][CH2:7]1)[C:4](=[O:12])[CH2:3]2.Cl[C:14]1[C:19]([Cl:20])=[CH:18][N:17]=[C:16]([NH2:21])[C:15]=1[N+:22]([O-:24])=[O:23].CCN(C(C)C)C(C)C. (4) The reactants are: CS(C)=O.[H-].[Na+].[I-].[CH3:8][S+](C)C.[F:12][C:13]1[CH:18]=[C:17]([F:19])[CH:16]=[C:15]([F:20])[C:14]=1[C:21](=[O:23])[CH3:22]. Given the product [F:12][C:13]1[CH:18]=[C:17]([F:19])[CH:16]=[C:15]([F:20])[C:14]=1[C:21]1([CH3:8])[CH2:22][O:23]1, predict the reactants needed to synthesize it. (5) Given the product [CH3:1][O:2][C:3](=[O:18])[C:4]1[CH:16]=[C:15]([CH:19]=[CH2:20])[CH:14]=[C:6]([C:7]([N:9]([CH3:13])[CH2:10][CH2:11][CH3:12])=[O:8])[CH:5]=1, predict the reactants needed to synthesize it. The reactants are: [CH3:1][O:2][C:3](=[O:18])[C:4]1[CH:16]=[C:15](Br)[CH:14]=[C:6]([C:7]([N:9]([CH3:13])[CH2:10][CH2:11][CH3:12])=[O:8])[CH:5]=1.[C:19](C1C=C(C)C=C(C(C)(C)C)C=1O)(C)(C)[CH3:20].C(C([Sn])=C(CCCC)CCCC)CCC. (6) Given the product [C:1]([C:5]1[N:10]=[CH:9][C:8]([C:11]2[N:12]([C:32]([N:34]3[CH2:35][CH2:36][CH:37]([CH2:40][C:41]([NH:50][CH2:49][C@@H:48]([CH3:47])[CH2:51][CH3:52])=[O:42])[CH2:38][CH2:39]3)=[O:33])[C@@:13]([C:25]3[CH:30]=[CH:29][C:28]([Cl:31])=[CH:27][CH:26]=3)([CH3:24])[C@@:14]([C:17]3[CH:22]=[CH:21][C:20]([Cl:23])=[CH:19][CH:18]=3)([CH3:16])[N:15]=2)=[C:7]([O:44][CH2:45][CH3:46])[CH:6]=1)([CH3:3])([CH3:2])[CH3:4], predict the reactants needed to synthesize it. The reactants are: [C:1]([C:5]1[N:10]=[CH:9][C:8]([C:11]2[N:12]([C:32]([N:34]3[CH2:39][CH2:38][CH:37]([CH2:40][C:41](O)=[O:42])[CH2:36][CH2:35]3)=[O:33])[C@@:13]([C:25]3[CH:30]=[CH:29][C:28]([Cl:31])=[CH:27][CH:26]=3)([CH3:24])[C@@:14]([C:17]3[CH:22]=[CH:21][C:20]([Cl:23])=[CH:19][CH:18]=3)([CH3:16])[N:15]=2)=[C:7]([O:44][CH2:45][CH3:46])[CH:6]=1)([CH3:4])([CH3:3])[CH3:2].[CH3:47][C@@H:48]([CH2:51][CH3:52])[CH2:49][NH2:50].